From a dataset of Forward reaction prediction with 1.9M reactions from USPTO patents (1976-2016). Predict the product of the given reaction. (1) Given the reactants [Br:1][C:2]1[CH:10]=[C:9]2[C:5]([C:6]([CH2:21][OH:22])([CH2:19][OH:20])[C:7](=[O:18])[N:8]2[C:11]([O:13][C:14]([CH3:17])([CH3:16])[CH3:15])=[O:12])=[CH:4][CH:3]=1.C(N(CC)CC)C.[CH3:30][S:31](Cl)(=[O:33])=[O:32], predict the reaction product. The product is: [Br:1][C:2]1[CH:10]=[C:9]2[C:5]([C:6]([CH2:19][O:20][S:31]([CH3:30])(=[O:33])=[O:32])([CH2:21][O:22][S:31]([CH3:30])(=[O:33])=[O:32])[C:7](=[O:18])[N:8]2[C:11]([O:13][C:14]([CH3:16])([CH3:17])[CH3:15])=[O:12])=[CH:4][CH:3]=1. (2) Given the reactants [BH4-].[Na+].[CH3:3][O:4][C:5]([C:7]1([C:10]2[CH:11]=[C:12]3[C:17](=[CH:18][CH:19]=2)[O:16][CH2:15][CH2:14][C:13]3=O)[CH2:9][CH2:8]1)=[O:6], predict the reaction product. The product is: [CH3:3][O:4][C:5]([C:7]1([C:10]2[CH:11]=[C:12]3[C:17](=[CH:18][CH:19]=2)[O:16][CH2:15][CH2:14][CH2:13]3)[CH2:8][CH2:9]1)=[O:6]. (3) Given the reactants [CH:1]1([C@H:7]([NH2:9])[CH3:8])[CH2:6][CH2:5][CH2:4][CH2:3][CH2:2]1.[O:10]1[C:12]([CH3:14])([CH3:13])[CH2:11]1, predict the reaction product. The product is: [CH:1]1([C@H:7]([NH:9][CH2:11][C:12]([CH3:14])([CH3:13])[OH:10])[CH3:8])[CH2:6][CH2:5][CH2:4][CH2:3][CH2:2]1.